Dataset: Catalyst prediction with 721,799 reactions and 888 catalyst types from USPTO. Task: Predict which catalyst facilitates the given reaction. (1) Reactant: [C:1]([O:5][C:6]([NH:8][C@@H:9]([CH2:13][C:14]1[CH:19]=[CH:18][CH:17]=[CH:16][C:15]=1[C:20]#[N:21])[C:10](O)=[O:11])=[O:7])([CH3:4])([CH3:3])[CH3:2].N1C=CC=CC=1.N1C(F)=NC(F)=NC=1[F:30]. Product: [C:1]([O:5][C:6](=[O:7])[NH:8][C@H:9]([C:10]([F:30])=[O:11])[CH2:13][C:14]1[CH:19]=[CH:18][CH:17]=[CH:16][C:15]=1[C:20]#[N:21])([CH3:4])([CH3:3])[CH3:2]. The catalyst class is: 4. (2) Reactant: [CH3:1][N:2]1[C:20]2[C:11]3=[CH:12][C:13]4[CH:14]=[CH:15][N:16]([CH3:19])[C:17]=4[CH:18]=[C:10]3[CH:9]=[CH:8][CH2:7][C:6]=2[CH:5]=[C:4]([C:21]([O:23]C)=[O:22])[C:3]1=[O:25].[Li+].[OH-].Cl. Product: [CH3:1][N:2]1[C:20]2[C:11]3=[CH:12][C:13]4[CH:14]=[CH:15][N:16]([CH3:19])[C:17]=4[CH:18]=[C:10]3[CH:9]=[CH:8][CH2:7][C:6]=2[CH:5]=[C:4]([C:21]([OH:23])=[O:22])[C:3]1=[O:25]. The catalyst class is: 1. (3) Reactant: [C:1]([O:5][C:6](=[O:15])[NH:7][C@H:8]1[CH2:13][CH2:12][C@H:11]([NH2:14])[CH2:10][CH2:9]1)([CH3:4])([CH3:3])[CH3:2].[C:16](O)(=O)[CH3:17].C(O[C:23]1(O[Si](C)(C)C)[CH2:25][CH2:24]1)C.[C:31]([BH3-])#N.[Na+]. Product: [C:1]([O:5][C:6](=[O:15])[NH:7][C@H:8]1[CH2:9][CH2:10][C@H:11]([N:14]([CH:17]2[CH2:16][CH2:31]2)[CH:23]2[CH2:25][CH2:24]2)[CH2:12][CH2:13]1)([CH3:4])([CH3:2])[CH3:3]. The catalyst class is: 5. (4) Reactant: Cl[CH2:2][C:3]1[CH:7]=[C:6]([C:8]2[CH:9]=[C:10]([C:14]([NH:17][S:18]([CH2:21][C:22]([F:25])([F:24])[F:23])(=[O:20])=[O:19])([CH3:16])[CH3:15])[CH:11]=[CH:12][CH:13]=2)[N:5]([CH2:26][CH3:27])[N:4]=1.C([N:30]([CH2:33][CH3:34])[CH2:31][CH3:32])C. The catalyst class is: 35. Product: [CH2:26]([N:5]1[C:6]([C:8]2[CH:9]=[C:10]([C:14]([NH:17][S:18]([CH2:21][C:22]([F:23])([F:24])[F:25])(=[O:20])=[O:19])([CH3:16])[CH3:15])[CH:11]=[CH:12][CH:13]=2)=[CH:7][C:3]([CH2:2][N:30]2[CH2:31][CH:32]=[C:21]([C:22]([F:25])([F:24])[F:23])[CH2:34][CH2:33]2)=[N:4]1)[CH3:27]. (5) Reactant: [Br:1][C:2]1[C:6]2[CH:7]=[N:8][CH:9]=[CH:10][C:5]=2[N:4]([CH2:11][CH2:12][CH2:13][S:14]([CH3:17])(=[O:16])=[O:15])[C:3]=1[CH2:18]O.[CH:20]1([N:23]2[C:31]3[CH:30]=[CH:29][N:28]=[CH:27][C:26]=3[NH:25][C:24]2=[O:32])[CH2:22][CH2:21]1.C1(P(C2C=CC=CC=2)C2C=CC=CC=2)C=CC=CC=1.CC(OC(/N=N/C(OC(C)C)=O)=O)C. Product: [Br:1][C:2]1[C:6]2[CH:7]=[N:8][CH:9]=[CH:10][C:5]=2[N:4]([CH2:11][CH2:12][CH2:13][S:14]([CH3:17])(=[O:15])=[O:16])[C:3]=1[CH2:18][N:25]1[C:26]2[CH:27]=[N:28][CH:29]=[CH:30][C:31]=2[N:23]([CH:20]2[CH2:21][CH2:22]2)[C:24]1=[O:32]. The catalyst class is: 1. (6) Reactant: [CH2:1]([O:3][C:4]1[C:9]([C:10]#[N:11])=[C:8]([C:12]2[CH:17]=[CH:16][C:15]([O:18][CH2:19][CH2:20][OH:21])=[CH:14][CH:13]=2)[C:7]([C:22]#[N:23])=[C:6]([SH:24])[N:5]=1)[CH3:2].Cl[CH2:26][C:27]1[N:28]=[C:29]([C:32]2[CH:37]=[CH:36][C:35]([Cl:38])=[CH:34][CH:33]=2)[S:30][CH:31]=1.C(=O)(O)[O-].[Na+]. Product: [Cl:38][C:35]1[CH:34]=[CH:33][C:32]([C:29]2[S:30][CH:31]=[C:27]([CH2:26][S:24][C:6]3[C:7]([C:22]#[N:23])=[C:8]([C:12]4[CH:17]=[CH:16][C:15]([O:18][CH2:19][CH2:20][OH:21])=[CH:14][CH:13]=4)[C:9]([C:10]#[N:11])=[C:4]([O:3][CH2:1][CH3:2])[N:5]=3)[N:28]=2)=[CH:37][CH:36]=1. The catalyst class is: 3. (7) Reactant: C([N:8]1[CH:13]2[CH:14]([S:16]([C:19]3[CH:24]=[CH:23][CH:22]=[CH:21][CH:20]=3)(=[O:18])=[O:17])[CH2:15][C:9]1([C:41]1[CH:46]=[CH:45][CH:44]=[CH:43][CH:42]=1)[CH:10]([O:25][CH2:26][C:27]1[CH:32]=[C:31]([C:33]([F:36])([F:35])[F:34])[CH:30]=[C:29]([C:37]([F:40])([F:39])[F:38])[CH:28]=1)[CH2:11][CH2:12]2)C1C=CC=CC=1. Product: [F:36][C:33]([F:34])([F:35])[C:31]1[CH:32]=[C:27]([CH2:26][O:25][CH:10]2[CH2:11][CH2:12][CH:13]3[NH:8][C:9]2([C:41]2[CH:46]=[CH:45][CH:44]=[CH:43][CH:42]=2)[CH2:15][CH:14]3[S:16]([C:19]2[CH:20]=[CH:21][CH:22]=[CH:23][CH:24]=2)(=[O:18])=[O:17])[CH:28]=[C:29]([C:37]([F:40])([F:38])[F:39])[CH:30]=1. The catalyst class is: 63.